From a dataset of Full USPTO retrosynthesis dataset with 1.9M reactions from patents (1976-2016). Predict the reactants needed to synthesize the given product. Given the product [Br:17][C:8]1[C:7](=[O:13])[N:6]([CH2:5][C:4]2[CH:14]=[CH:15][CH:16]=[C:2]([F:1])[CH:3]=2)[CH:11]=[CH:10][C:9]=1[OH:12], predict the reactants needed to synthesize it. The reactants are: [F:1][C:2]1[CH:3]=[C:4]([CH:14]=[CH:15][CH:16]=1)[CH2:5][N:6]1[CH:11]=[CH:10][C:9]([OH:12])=[CH:8][C:7]1=[O:13].[Br:17]Br.